This data is from NCI-60 drug combinations with 297,098 pairs across 59 cell lines. The task is: Regression. Given two drug SMILES strings and cell line genomic features, predict the synergy score measuring deviation from expected non-interaction effect. Drug 1: CCC1(CC2CC(C3=C(CCN(C2)C1)C4=CC=CC=C4N3)(C5=C(C=C6C(=C5)C78CCN9C7C(C=CC9)(C(C(C8N6C=O)(C(=O)OC)O)OC(=O)C)CC)OC)C(=O)OC)O.OS(=O)(=O)O. Drug 2: C(CC(=O)O)C(=O)CN.Cl. Cell line: ACHN. Synergy scores: CSS=8.84, Synergy_ZIP=-4.04, Synergy_Bliss=-2.75, Synergy_Loewe=-1.71, Synergy_HSA=-1.69.